This data is from Peptide-MHC class II binding affinity with 134,281 pairs from IEDB. The task is: Regression. Given a peptide amino acid sequence and an MHC pseudo amino acid sequence, predict their binding affinity value. This is MHC class II binding data. The peptide sequence is NLRLKGVTCRLFRQQ. The MHC is DRB1_0301 with pseudo-sequence DRB1_0301. The binding affinity (normalized) is 0.512.